From a dataset of Reaction yield outcomes from USPTO patents with 853,638 reactions. Predict the reaction yield, written as a fraction of the theoretical maximum amount of product (1.0 means a 100% yield; for example, 0.34 means a 34% yield). The reactants are [Cl:1][C:2]1[CH:3]=[C:4]([CH:21]=[C:22]([C:24]([F:27])([F:26])[F:25])[CH:23]=1)[C:5]([N:7]([CH2:9][C@H:10]([C:14]1[CH:19]=[CH:18][C:17]([F:20])=[CH:16][CH:15]=1)[CH2:11][CH:12]=O)[CH3:8])=[O:6].Cl.[C:29]([N:32]1[CH2:37][CH2:36][N:35]([CH:38]2[CH2:41][NH:40][CH2:39]2)[CH2:34][CH2:33]1)(=[O:31])[CH3:30].C(N(CC)CC)C.C(O[BH-](OC(=O)C)OC(=O)C)(=O)C.[Na+]. The catalyst is CO. The product is [Cl:1][C:2]1[CH:3]=[C:4]([CH:21]=[C:22]([C:24]([F:25])([F:26])[F:27])[CH:23]=1)[C:5]([N:7]([CH2:9][C@H:10]([C:14]1[CH:19]=[CH:18][C:17]([F:20])=[CH:16][CH:15]=1)[CH2:11][CH2:12][N:40]1[CH2:39][CH:38]([N:35]2[CH2:36][CH2:37][N:32]([C:29](=[O:31])[CH3:30])[CH2:33][CH2:34]2)[CH2:41]1)[CH3:8])=[O:6]. The yield is 0.600.